From a dataset of Catalyst prediction with 721,799 reactions and 888 catalyst types from USPTO. Predict which catalyst facilitates the given reaction. Reactant: Cl[C:2]1[N:11]=[CH:10][CH:9]=[CH:8][C:3]=1[C:4](OC)=[O:5].O.[NH2:13][NH2:14]. Product: [NH:13]1[C:2]2=[N:11][CH:10]=[CH:9][CH:8]=[C:3]2[C:4]([OH:5])=[N:14]1. The catalyst class is: 17.